From a dataset of Catalyst prediction with 721,799 reactions and 888 catalyst types from USPTO. Predict which catalyst facilitates the given reaction. (1) Reactant: CC(C)([O-])C.[K+].[Cl:7][C:8]1[CH:13]=[C:12]([Cl:14])[CH:11]=[CH:10][C:9]=1[OH:15].Cl[C:17]1[S:21][C:20]([C:22](=[O:24])[CH3:23])=[CH:19][C:18]=1[N+:25]([O-:27])=[O:26].O. Product: [Cl:7][C:8]1[CH:13]=[C:12]([Cl:14])[CH:11]=[CH:10][C:9]=1[O:15][C:17]1[S:21][C:20]([C:22](=[O:24])[CH3:23])=[CH:19][C:18]=1[N+:25]([O-:27])=[O:26]. The catalyst class is: 7. (2) Reactant: Cl.[NH2:2][CH2:3][CH2:4][NH:5][C:6]([C:8]1[CH:25]=[CH:24][C:11]([O:12][CH:13]2[CH2:18][CH2:17][CH:16]([C:19]([O:21][CH2:22][CH3:23])=[O:20])[CH2:15][CH2:14]2)=[CH:10][CH:9]=1)=[O:7].C(Cl)(Cl)Cl.[C:30]1([N:36]=[C:37]=[O:38])[CH:35]=[CH:34][CH:33]=[CH:32][CH:31]=1.C(=O)([O-])O.[Na+]. Product: [NH:36]([C:37]([NH:2][CH2:3][CH2:4][NH:5][C:6]([C:8]1[CH:25]=[CH:24][C:11]([O:12][CH:13]2[CH2:14][CH2:15][CH:16]([C:19]([O:21][CH2:22][CH3:23])=[O:20])[CH2:17][CH2:18]2)=[CH:10][CH:9]=1)=[O:7])=[O:38])[C:30]1[CH:35]=[CH:34][CH:33]=[CH:32][CH:31]=1. The catalyst class is: 66. (3) Reactant: C(N(C(C)C)CC)(C)C.[CH3:10][N:11]([CH3:31])[CH2:12][CH2:13][C@H:14]([O:20][C:21]1[C:30]2[C:25](=[CH:26][CH:27]=[CH:28][CH:29]=2)[CH:24]=[CH:23][CH:22]=1)[C:15]1[S:16][CH:17]=[CH:18][CH:19]=1.C1(OC([Cl:41])=O)C=CC=CC=1.Cl.C(=O)([O-])O.[Na+]. Product: [ClH:41].[CH3:10][N:11]([CH2:12][CH2:13][C@H:14]([O:20][C:21]1[C:30]2[C:25](=[CH:26][CH:27]=[CH:28][CH:29]=2)[CH:24]=[CH:23][CH:22]=1)[C:15]1[S:16][CH:17]=[CH:18][CH:19]=1)[CH3:31]. The catalyst class is: 93. (4) Reactant: [F:1][C:2]([C:11]1[CH:17]=[CH:16][C:14]([NH2:15])=[C:13]([C:18]([F:21])([F:20])[F:19])[CH:12]=1)([C:7]([F:10])([F:9])[F:8])[C:3]([F:6])([F:5])[F:4].CN(C=O)C.[Br:27]N1C(=O)CCC1=O. Product: [Br:27][C:16]1[CH:17]=[C:11]([C:2]([F:1])([C:3]([F:6])([F:5])[F:4])[C:7]([F:10])([F:9])[F:8])[CH:12]=[C:13]([C:18]([F:19])([F:20])[F:21])[C:14]=1[NH2:15]. The catalyst class is: 6.